This data is from Catalyst prediction with 721,799 reactions and 888 catalyst types from USPTO. The task is: Predict which catalyst facilitates the given reaction. (1) Reactant: [NH2:1][C:2]1[CH:3]=[N:4][C:5]([N:8]2[CH2:13][CH2:12][O:11][CH2:10][CH2:9]2)=[CH:6][CH:7]=1.C(N(CC)CC)C.[Cl-].ClC1N(C)CC[NH+]1C.[CH3:30][O:31][C:32]1[C:33](=[O:56])[C:34]([CH3:55])=[C:35]([CH2:41][C:42]2[CH:43]=[CH:44][C:45]([O:51][C:52](=[O:54])[CH3:53])=[C:46]([CH:50]=2)[C:47](O)=[O:48])[C:36](=[O:40])[C:37]=1[O:38][CH3:39]. Product: [O:11]1[CH2:10][CH2:9][N:8]([C:5]2[N:4]=[CH:3][C:2]([NH:1][C:47](=[O:48])[C:46]3[CH:50]=[C:42]([CH2:41][C:35]4[C:36](=[O:40])[C:37]([O:38][CH3:39])=[C:32]([O:31][CH3:30])[C:33](=[O:56])[C:34]=4[CH3:55])[CH:43]=[CH:44][C:45]=3[O:51][C:52](=[O:54])[CH3:53])=[CH:7][CH:6]=2)[CH2:13][CH2:12]1. The catalyst class is: 2. (2) Product: [Cl:120][C:99]1[N:100]=[C:101]([C@@H:103]2[CH2:108][C@@H:107]3[C@@H:105]([CH2:106]3)[N:104]2[C:109](=[O:119])[C@@H:110]([NH:114][C:115]([O:117][CH3:118])=[O:116])[CH:111]([CH3:112])[CH3:113])[NH:102][C:98]=1[C:95]1[CH:96]=[CH:97][C:92]([C:87]2[CH:88]=[C:89]3[C:84](=[CH:85][CH:86]=2)[N:83]=[C:82]([C:81]2[N:80]=[C:79]([C@@H:121]4[CH2:126][C@@H:125]5[C@@H:123]([CH2:124]5)[N:122]4[C:127]([C@@H:129]([NH:133][C:134](=[O:137])[O:135][CH3:136])[CH:130]([CH3:131])[CH3:132])=[O:128])[NH:78][CH:77]=2)[CH:91]=[CH:90]3)=[CH:93][CH:94]=1. Reactant: ClN1C(=O)CCC1=O.C(O)(C(F)(F)F)=O.COC(N[C@@H](C(C)C)C(N1[C@H](C2NC=C(C3C=CC(C4C=C5C(=CC=4)N=C(C4N=C([C@@H]6C[C@@H]7[C@@H](C7)N6C([C@@H](NC(=O)OC)C(C)C)=O)NC=4)C=C5)=CC=3)N=2)C[C@@H]2[C@H]1C2)=O)=O.Cl[C:77]1[N:78]=[C:79]([C@@H:121]2[CH2:126][C@@H:125]3[C@@H:123]([CH2:124]3)[N:122]2[C:127]([C@@H:129]([NH:133][C:134](=[O:137])[O:135][CH3:136])[CH:130]([CH3:132])[CH3:131])=[O:128])[NH:80][C:81]=1[C:82]1[CH:91]=[CH:90][C:89]2[C:84](=[CH:85][CH:86]=[C:87]([C:92]3[CH:97]=[CH:96][C:95]([C:98]4[NH:102][C:101]([C@@H:103]5[CH2:108][C@@H:107]6[C@@H:105]([CH2:106]6)[N:104]5[C:109](=[O:119])[C@@H:110]([NH:114][C:115]([O:117][CH3:118])=[O:116])[CH:111]([CH3:113])[CH3:112])=[N:100][C:99]=4[Cl:120])=[CH:94][CH:93]=3)[CH:88]=2)[N:83]=1. The catalyst class is: 121. (3) Reactant: [F:1][C:2]1[C:7]([O:8][C:9]2[CH:14]=[CH:13][CH:12]=[CH:11][CH:10]=2)=[C:6]([F:15])[CH:5]=[CH:4][C:3]=1[CH:16]([NH:21][S:22]([C:24]([CH3:27])([CH3:26])[CH3:25])=[O:23])[CH2:17][C:18](O)=[O:19].C(N=C=NCCCN(C)C)C.ON1C2C=CC=CC=2N=N1.[NH2:49][C:50]1[CH:55]=[CH:54][N:53]=[CH:52][CH:51]=1. Product: [F:1][C:2]1[C:7]([O:8][C:9]2[CH:10]=[CH:11][CH:12]=[CH:13][CH:14]=2)=[C:6]([F:15])[CH:5]=[CH:4][C:3]=1[CH:16]([NH:21][S:22]([C:24]([CH3:27])([CH3:25])[CH3:26])=[O:23])[CH2:17][C:18]([NH:49][C:50]1[CH:55]=[CH:54][N:53]=[CH:52][CH:51]=1)=[O:19]. The catalyst class is: 3. (4) Reactant: Cl[C:2]1[N:3]=[CH:4][C:5]([C:8]([O:10][CH3:11])=[O:9])=[N:6][CH:7]=1.[F:12][C:13]([F:24])([F:23])[C:14]1[CH:19]=[CH:18][C:17](B(O)O)=[CH:16][CH:15]=1.C(=O)([O-])[O-].[Cs+].[Cs+]. Product: [CH3:11][O:10][C:8]([C:5]1[CH:4]=[N:3][C:2]([C:17]2[CH:18]=[CH:19][C:14]([C:13]([F:24])([F:23])[F:12])=[CH:15][CH:16]=2)=[CH:7][N:6]=1)=[O:9]. The catalyst class is: 455. (5) Reactant: [CH2:1]([O:3][C:4](=[O:23])[C:5]([O:8][C:9]1[CH:10]=[N:11][C:12]([O:15]CC2C=CC=CC=2)=[CH:13][CH:14]=1)([CH3:7])[CH3:6])[CH3:2]. Product: [CH2:1]([O:3][C:4](=[O:23])[C:5]([O:8][C:9]1[CH:10]=[N:11][C:12]([OH:15])=[CH:13][CH:14]=1)([CH3:7])[CH3:6])[CH3:2]. The catalyst class is: 8.